Predict the product of the given reaction. From a dataset of Forward reaction prediction with 1.9M reactions from USPTO patents (1976-2016). (1) Given the reactants Cl[C:2]1[N:3]=[C:4]2[C:10]3[CH:11]=[CH:12][CH:13]=[CH:14][C:9]=3[NH:8][C:7]3[N:15]=[CH:16][CH:17]=[CH:18][C:6]=3[N:5]2[C:19]=1[C:20]1[CH:25]=[CH:24][C:23]([C:26]2([NH:30][C:31](=[O:37])[O:32][C:33]([CH3:36])([CH3:35])[CH3:34])[CH2:29][CH2:28][CH2:27]2)=[CH:22][CH:21]=1.[C:38]([C:41]1[CH:42]=[C:43](B(O)O)[CH:44]=[CH:45][CH:46]=1)(=[O:40])[CH3:39].C([O-])([O-])=O.[Na+].[Na+], predict the reaction product. The product is: [C:38]([C:41]1[CH:42]=[CH:43][C:44]([C:2]2[N:3]=[C:4]3[C:10]4[CH:11]=[CH:12][CH:13]=[CH:14][C:9]=4[NH:8][C:7]4[N:15]=[CH:16][CH:17]=[CH:18][C:6]=4[N:5]3[C:19]=2[C:20]2[CH:21]=[CH:22][C:23]([C:26]3([NH:30][C:31](=[O:37])[O:32][C:33]([CH3:36])([CH3:34])[CH3:35])[CH2:29][CH2:28][CH2:27]3)=[CH:24][CH:25]=2)=[CH:45][CH:46]=1)(=[O:40])[CH3:39]. (2) Given the reactants [OH:1][C:2]1[C:15]2[C:6](=[N:7][C:8]3[C:13]([C:14]=2[C:16]([N:18]2[CH2:23][CH2:22][N:21]([C:24]4[CH:29]=[CH:28][CH:27]=[C:26]([O:30][CH3:31])[CH:25]=4)[CH2:20][CH2:19]2)=[O:17])=[CH:12][CH:11]=[CH:10][CH:9]=3)[CH:5]=[C:4]([OH:32])[CH:3]=1.C(N([CH2:38][CH3:39])CC)C.[C:40](OC(=O)C)(=[O:42])[CH3:41].CN(C)C=[O:50], predict the reaction product. The product is: [C:40]([O:1][C:2]1[C:15]2[C:6](=[N:7][C:8]3[C:13]([C:14]=2[C:16]([N:18]2[CH2:19][CH2:20][N:21]([C:24]4[CH:29]=[CH:28][CH:27]=[C:26]([O:30][CH3:31])[CH:25]=4)[CH2:22][CH2:23]2)=[O:17])=[CH:12][CH:11]=[CH:10][CH:9]=3)[CH:5]=[C:4]([O:32][C:38](=[O:50])[CH3:39])[CH:3]=1)(=[O:42])[CH3:41]. (3) Given the reactants Cl[C:2]1[N:7]=[CH:6][C:5]([CH:8]([C:16]2[CH:21]=[CH:20][CH:19]=[CH:18][CH:17]=2)[C:9]([CH3:15])([CH3:14])[C:10]([O:12][CH3:13])=[O:11])=[CH:4][CH:3]=1.ClCCl.[CH3:25][N:26](C)C(=O)C, predict the reaction product. The product is: [C:25]([C:2]1[N:7]=[CH:6][C:5]([CH:8]([C:16]2[CH:21]=[CH:20][CH:19]=[CH:18][CH:17]=2)[C:9]([CH3:15])([CH3:14])[C:10]([O:12][CH3:13])=[O:11])=[CH:4][CH:3]=1)#[N:26]. (4) Given the reactants [O:1]1[C:5]2([CH2:10][CH2:9][CH:8]([NH:11][CH2:12][CH2:13]C)[CH2:7][CH2:6]2)[O:4][CH2:3][CH2:2]1.C(N)C, predict the reaction product. The product is: [O:1]1[C:5]2([CH2:10][CH2:9][CH:8]([NH:11][CH2:12][CH3:13])[CH2:7][CH2:6]2)[O:4][CH2:3][CH2:2]1.